This data is from Full USPTO retrosynthesis dataset with 1.9M reactions from patents (1976-2016). The task is: Predict the reactants needed to synthesize the given product. (1) Given the product [C:1]([O:5][C:6]([N:8]1[CH2:13][CH2:12][N:11]2[C:14]([CH2:17][CH3:18])=[N:15][C:16]([Cl:29])=[C:10]2[CH:9]1[CH2:19][CH2:20][C:21]1[CH:22]=[CH:23][C:24]([C:27]#[N:28])=[CH:25][CH:26]=1)=[O:7])([CH3:2])([CH3:3])[CH3:4], predict the reactants needed to synthesize it. The reactants are: [C:1]([O:5][C:6]([N:8]1[CH2:13][CH2:12][N:11]2[C:14]([CH2:17][CH3:18])=[N:15][CH:16]=[C:10]2[CH:9]1[CH2:19][CH2:20][C:21]1[CH:26]=[CH:25][C:24]([C:27]#[N:28])=[CH:23][CH:22]=1)=[O:7])([CH3:4])([CH3:3])[CH3:2].[Cl:29]N1C(=O)CCC1=O. (2) Given the product [Cl-:11].[OH:14][CH:12]1[CH2:13][N+:1]2([CH2:6][CH2:5][O:4][CH2:3][CH2:2]2)[CH2:10]1, predict the reactants needed to synthesize it. The reactants are: [NH:1]1[CH2:6][CH2:5][O:4][CH2:3][CH2:2]1.C(O)C.[CH2:10]([CH:12]1[O:14][CH2:13]1)[Cl:11]. (3) Given the product [OH:26][C:2]1[CH:7]=[CH:6][C:5]([C@H:8]2[N:16]3[C@@H:11]([CH2:12][CH2:13][CH2:14][CH2:15]3)[CH2:10][CH2:9]2)=[CH:4][CH:3]=1, predict the reactants needed to synthesize it. The reactants are: Br[C:2]1[CH:7]=[CH:6][C:5]([C@H:8]2[N:16]3[C@@H:11]([CH2:12][CH2:13][CH2:14][CH2:15]3)[CH2:10][CH2:9]2)=[CH:4][CH:3]=1.C([Li])CCC.C[Si]([O:26]O[Si](C)(C)C)(C)C. (4) The reactants are: [NH2:1][C@@H:2]([CH2:24][C:25]1[CH:30]=[CH:29][CH:28]=[CH:27][CH:26]=1)[CH2:3][C@H:4]([OH:23])[C@@H:5]([NH:13][C:14](=[O:22])[O:15][CH2:16][C:17]1[S:21][CH:20]=[N:19][CH:18]=1)[CH2:6][C:7]1[CH:12]=[CH:11][CH:10]=[CH:9][CH:8]=1.Cl[C:32]([O:34][CH3:35])=[O:33]. Given the product [CH2:24]([C@H:2]([NH:1][C:32](=[O:33])[O:34][CH3:35])[CH2:3][C@H:4]([OH:23])[C@@H:5]([NH:13][C:14]([O:15][CH2:16][C:17]1[S:21][CH:20]=[N:19][CH:18]=1)=[O:22])[CH2:6][C:7]1[CH:12]=[CH:11][CH:10]=[CH:9][CH:8]=1)[C:25]1[CH:26]=[CH:27][CH:28]=[CH:29][CH:30]=1, predict the reactants needed to synthesize it. (5) Given the product [NH2:35][C:36]1([C:40]2[CH:41]=[CH:42][C:43]([C:46]3[C:47]([C:60]4[CH:61]=[CH:62][CH:63]=[CH:64][CH:65]=4)=[CH:48][C:49]4[N:54]([CH2:55][C:56]#[N:57])[C:53](=[O:58])[CH2:52][O:51][C:50]=4[N:59]=3)=[CH:44][CH:45]=2)[CH2:39][CH2:38][CH2:37]1, predict the reactants needed to synthesize it. The reactants are: NC1(C2C=CC(C3C(C4C=CC=CC=4)=CC4C(=O)CCCC=4N=3)=CC=2)CCC1.C(OC(=O)[NH:35][C:36]1([C:40]2[CH:45]=[CH:44][C:43]([C:46]3[C:47]([C:60]4[CH:65]=[CH:64][CH:63]=[CH:62][CH:61]=4)=[CH:48][C:49]4[N:54]([CH2:55][C:56]#[N:57])[C:53](=[O:58])[CH2:52][O:51][C:50]=4[N:59]=3)=[CH:42][CH:41]=2)[CH2:39][CH2:38][CH2:37]1)(C)(C)C.